From a dataset of Peptide-MHC class I binding affinity with 185,985 pairs from IEDB/IMGT. Regression. Given a peptide amino acid sequence and an MHC pseudo amino acid sequence, predict their binding affinity value. This is MHC class I binding data. (1) The peptide sequence is VEIKTGFKL. The MHC is HLA-B39:01 with pseudo-sequence HLA-B39:01. The binding affinity (normalized) is 0.0847. (2) The peptide sequence is GIGGFINTK. The MHC is HLA-A11:01 with pseudo-sequence HLA-A11:01. The binding affinity (normalized) is 0.521. (3) The peptide sequence is AIDPRRIVA. The MHC is HLA-A69:01 with pseudo-sequence HLA-A69:01. The binding affinity (normalized) is 0.0847.